Dataset: CYP2C19 inhibition data for predicting drug metabolism from PubChem BioAssay. Task: Regression/Classification. Given a drug SMILES string, predict its absorption, distribution, metabolism, or excretion properties. Task type varies by dataset: regression for continuous measurements (e.g., permeability, clearance, half-life) or binary classification for categorical outcomes (e.g., BBB penetration, CYP inhibition). Dataset: cyp2c19_veith. (1) The molecule is Cc1nc2cnc(N(C)C)nc2n(CCC#N)c1=O. The result is 0 (non-inhibitor). (2) The drug is CN1Cc2c(ccc3c2OCO3)[C@@H]2[C@@H](O)Cc3cc4c(cc3[C@@H]21)OCO4.O. The result is 1 (inhibitor). (3) The molecule is CCCn1nc2cc(C(=O)NCc3ccc(OC)cc3)ccc2c1OCC. The result is 0 (non-inhibitor). (4) The molecule is c1ccc(CN(Cc2ncc[nH]2)c2ccccc2)cc1. The result is 0 (non-inhibitor). (5) The drug is O=C(Nc1ccccc1)N1CCC2(CC1)CCN(C(=O)c1cccc(F)c1)CC2. The result is 0 (non-inhibitor). (6) The compound is Cc1nc2cnc(Oc3ccccc3)nc2n(CCc2ccccc2)c1=O. The result is 0 (non-inhibitor). (7) The drug is O=C(O)/C=C\C=C/c1ccc2c(c1)OCO2. The result is 0 (non-inhibitor). (8) The drug is O=C(c1coc(=O)c2ccccc12)N1CCN(Cc2ccccc2)CC1. The result is 1 (inhibitor). (9) The drug is Oc1ccc(Cc2nccc3cc(O)c(O)cc23)cc1O. The result is 0 (non-inhibitor). (10) The compound is Cc1ccc(C)c(NC(=O)NCc2ccc(Cl)cc2)c1. The result is 1 (inhibitor).